This data is from Catalyst prediction with 721,799 reactions and 888 catalyst types from USPTO. The task is: Predict which catalyst facilitates the given reaction. (1) Reactant: [F:1][C:2]1[CH:3]=[C:4]([OH:8])[CH:5]=[CH:6][CH:7]=1.[H-].[Na+].Br[CH2:12][C:13](=[O:31])[CH2:14][C:15]([NH:17][C:18]1[CH:23]=[CH:22][C:21]([N:24]2[CH2:29][CH2:28][O:27][CH2:26][CH2:25]2)=[C:20]([F:30])[CH:19]=1)=[O:16].O. Product: [F:30][C:20]1[CH:19]=[C:18]([NH:17][C:15](=[O:16])[CH2:14][C:13](=[O:31])[CH2:12][O:8][C:4]2[CH:5]=[CH:6][CH:7]=[C:2]([F:1])[CH:3]=2)[CH:23]=[CH:22][C:21]=1[N:24]1[CH2:25][CH2:26][O:27][CH2:28][CH2:29]1. The catalyst class is: 1. (2) Reactant: [H-].[Na+].[CH3:3][O:4][C:5]1[CH:6]=[C:7]2[C:11](=[CH:12][CH:13]=1)[NH:10][CH:9]=[C:8]2[CH3:14].[C:15]([NH:18][C:19]1[CH:20]=[C:21]([S:27](Cl)(=[O:29])=[O:28])[CH:22]=[CH:23][C:24]=1[O:25][CH3:26])(=[O:17])[CH3:16]. Product: [C:15]([NH:18][C:19]1[CH:20]=[C:21]([S:27]([N:10]2[C:11]3[C:7](=[CH:6][C:5]([O:4][CH3:3])=[CH:13][CH:12]=3)[C:8]([CH3:14])=[CH:9]2)(=[O:29])=[O:28])[CH:22]=[CH:23][C:24]=1[O:25][CH3:26])(=[O:17])[CH3:16]. The catalyst class is: 7. (3) Reactant: [CH3:1][N:2]1[CH2:7][CH2:6][N:5]([C:8]2[CH:18]=[CH:17][C:11]([C:12]([O:14]CC)=[O:13])=[CH:10][CH:9]=2)[CH2:4][CH2:3]1.[OH-].[Na+].Cl. The catalyst class is: 1. Product: [CH3:1][N:2]1[CH2:3][CH2:4][N:5]([C:8]2[CH:18]=[CH:17][C:11]([C:12]([OH:14])=[O:13])=[CH:10][CH:9]=2)[CH2:6][CH2:7]1. (4) Reactant: [Br:1][C:2]1[C:7]([OH:8])=[CH:6][CH:5]=[CH:4][N:3]=1.I[CH2:10][CH3:11].C([O-])([O-])=O.[K+].[K+]. Product: [Br:1][C:2]1[C:7]([O:8][CH2:10][CH3:11])=[CH:6][CH:5]=[CH:4][N:3]=1. The catalyst class is: 3. (5) Reactant: [C:1]([O:5][C:6]([NH:8][C:9]1[CH:10]=[C:11]([CH:35]=[C:36]([NH:38][C:39]([O:41][C:42]([CH3:45])([CH3:44])[CH3:43])=[O:40])[CH:37]=1)[CH2:12][NH:13][CH2:14][CH2:15][N:16]1[CH:25]([CH2:26][C:27]2[CH:32]=[CH:31][C:30]([F:33])=[CH:29][CH:28]=2)[CH2:24][C:23]2[C:18](=[CH:19][CH:20]=[C:21]([F:34])[CH:22]=2)[CH2:17]1)=[O:7])([CH3:4])([CH3:3])[CH3:2].C(N(CC)CC)C.[C:53](Cl)([O:55][CH2:56][C:57]1[CH:62]=[CH:61][CH:60]=[CH:59][CH:58]=1)=[O:54].C(=O)(O)[O-].[Na+]. Product: [CH2:56]([O:55][C:53]([N:13]([CH2:12][C:11]1[CH:35]=[C:36]([NH:38][C:39]([O:41][C:42]([CH3:45])([CH3:44])[CH3:43])=[O:40])[CH:37]=[C:9]([NH:8][C:6]([O:5][C:1]([CH3:3])([CH3:4])[CH3:2])=[O:7])[CH:10]=1)[CH2:14][CH2:15][N:16]1[CH:25]([CH2:26][C:27]2[CH:28]=[CH:29][C:30]([F:33])=[CH:31][CH:32]=2)[CH2:24][C:23]2[C:18](=[CH:19][CH:20]=[C:21]([F:34])[CH:22]=2)[CH2:17]1)=[O:54])[C:57]1[CH:62]=[CH:61][CH:60]=[CH:59][CH:58]=1. The catalyst class is: 526. (6) Reactant: C(N(CC)CC)C.[CH:8]1([C:12](Cl)=[O:13])[CH2:11][CH2:10][CH2:9]1.[CH3:15][C:16]1([CH3:40])[CH2:25][CH2:24][C:23]([CH3:27])([CH3:26])[C:22]2[CH:21]=[C:20]([C:28]([O:30][CH2:31][CH2:32][C:33]3[CH:38]=[CH:37][C:36]([NH2:39])=[CH:35][CH:34]=3)=[O:29])[CH:19]=[CH:18][C:17]1=2. Product: [CH3:15][C:16]1([CH3:40])[CH2:25][CH2:24][C:23]([CH3:26])([CH3:27])[C:22]2[CH:21]=[C:20]([C:28]([O:30][CH2:31][CH2:32][C:33]3[CH:34]=[CH:35][C:36]([NH:39][C:12]([CH:8]4[CH2:11][CH2:10][CH2:9]4)=[O:13])=[CH:37][CH:38]=3)=[O:29])[CH:19]=[CH:18][C:17]1=2. The catalyst class is: 1. (7) Reactant: Cl.[C:2]([N:10]1[CH2:15][CH2:14][N:13]([C:16]2[CH:21]=[CH:20][C:19]([C:22](=[O:36])/[CH:23]=[CH:24]/[C:25]3[CH:30]=[CH:29][C:28](/[CH:31]=[CH:32]/[C:33](O)=[O:34])=[CH:27][CH:26]=3)=[CH:18][CH:17]=2)[CH2:12][CH2:11]1)(=[O:9])[C:3]1[CH:8]=[CH:7][CH:6]=[CH:5][CH:4]=1.C1C=CC2[N:45]([OH:46])N=NC=2C=1.C(Cl)CCl.NOC1CCCCO1. Product: [C:2]([N:10]1[CH2:15][CH2:14][N:13]([C:16]2[CH:17]=[CH:18][C:19]([C:22](=[O:36])/[CH:23]=[CH:24]/[C:25]3[CH:30]=[CH:29][C:28](/[CH:31]=[CH:32]/[C:33]([NH:45][OH:46])=[O:34])=[CH:27][CH:26]=3)=[CH:20][CH:21]=2)[CH2:12][CH2:11]1)(=[O:9])[C:3]1[CH:4]=[CH:5][CH:6]=[CH:7][CH:8]=1. The catalyst class is: 118.